Dataset: Reaction yield outcomes from USPTO patents with 853,638 reactions. Task: Predict the reaction yield, written as a fraction of the theoretical maximum amount of product (1.0 means a 100% yield; for example, 0.34 means a 34% yield). (1) The reactants are [CH:1]1([OH:6])[CH2:5][CH2:4][CH2:3][CH2:2]1.[H-].[Na+].Br[C:10]1[N:18]([CH2:19][C:20]2[CH:25]=[CH:24][C:23]([Cl:26])=[CH:22][CH:21]=2)[C:17]2[C:16](=[O:27])[N:15]([CH2:28][CH2:29][CH2:30][O:31][CH:32]3[CH2:37][CH2:36][CH2:35][CH2:34][O:33]3)[C:14](=[O:38])[N:13]([CH3:39])[C:12]=2[N:11]=1.[Cl-].[NH4+]. The catalyst is C1COCC1. The product is [Cl:26][C:23]1[CH:22]=[CH:21][C:20]([CH2:19][N:18]2[C:17]3[C:16](=[O:27])[N:15]([CH2:28][CH2:29][CH2:30][O:31][CH:32]4[CH2:37][CH2:36][CH2:35][CH2:34][O:33]4)[C:14](=[O:38])[N:13]([CH3:39])[C:12]=3[N:11]=[C:10]2[O:6][CH:1]2[CH2:5][CH2:4][CH2:3][CH2:2]2)=[CH:25][CH:24]=1. The yield is 0.895. (2) The reactants are [CH3:1][C:2]1[CH:22]=[CH:21][C:5]([C:6]([N:8]=[C:9]2[NH:13][C:12]3[CH:14]=[CH:15][C:16]([C:18]([OH:20])=O)=[CH:17][C:11]=3[S:10]2)=[O:7])=[CH:4][CH:3]=1.Cl.[NH:24]1[CH2:27][CH2:26][CH2:25]1.F[P-](F)(F)(F)(F)F.N1(O[P+](N(C)C)(N(C)C)N(C)C)C2C=CC=CC=2N=N1.C(N(C(C)C)CC)(C)C. The catalyst is CN(C)C=O.C(OCC)(=O)C.O. The product is [N:24]1([C:18]([C:16]2[CH:15]=[CH:14][C:12]3[NH:13][C:9](=[N:8][C:6](=[O:7])[C:5]4[CH:21]=[CH:22][C:2]([CH3:1])=[CH:3][CH:4]=4)[S:10][C:11]=3[CH:17]=2)=[O:20])[CH2:27][CH2:26][CH2:25]1. The yield is 0.680. (3) The product is [CH2:9]([O:8][C:6](=[O:7])[C:5]([CH2:22][C:23]1[C:36]2[C:37]3=[C:38]4[C:33](=[CH:34][CH:35]=2)[CH:32]=[CH:31][CH:30]=[C:29]4[CH:28]=[CH:27][C:26]3=[CH:25][CH:24]=1)([NH:4][C:1](=[O:3])[CH3:2])[C:11]([O:13][CH2:14][CH3:15])=[O:12])[CH3:10]. The reactants are [C:1]([NH:4][CH:5]([C:11]([O:13][CH2:14][CH3:15])=[O:12])[C:6]([O:8][CH2:9][CH3:10])=[O:7])(=[O:3])[CH3:2].[H-].[Na+].C(O)C.Br[CH2:22][C:23]1[C:36]2[C:37]3=[C:38]4[C:33](=[CH:34][CH:35]=2)[CH:32]=[CH:31][CH:30]=[C:29]4[CH:28]=[CH:27][C:26]3=[CH:25][CH:24]=1. The yield is 0.831. The catalyst is C1COCC1. (4) The reactants are [NH2:1][C@@H:2]1[C:8](=[O:9])[N:7]([CH2:10][C:11]([F:14])([F:13])[F:12])[C:6]2[CH:15]=[CH:16][CH:17]=[CH:18][C:5]=2[C:4]2[CH:19]=[CH:20][CH:21]=[CH:22][C:3]1=2.[OH:23][C:24]([CH3:37])([C:28]([NH:30][CH2:31][CH2:32][C:33]([F:36])([F:35])[F:34])=[O:29])[C:25](O)=[O:26].O.ON1C2C=CC=CC=2N=N1.C(N(C(C)C)CC)(C)C.Cl.CN(C)CCCN=C=NCC. The catalyst is O1CCCC1. The product is [OH:23][C:24]([CH3:37])([C:28]([NH:30][CH2:31][CH2:32][C:33]([F:34])([F:35])[F:36])=[O:29])[C:25]([NH:1][C@@H:2]1[C:8](=[O:9])[N:7]([CH2:10][C:11]([F:14])([F:12])[F:13])[C:6]2[CH:15]=[CH:16][CH:17]=[CH:18][C:5]=2[C:4]2[CH:19]=[CH:20][CH:21]=[CH:22][C:3]1=2)=[O:26]. The yield is 0.650. (5) The reactants are [CH3:1][O:2][C:3]1[CH:12]=[CH:11][C:6]2[C:7](=[O:10])[CH2:8][O:9][C:5]=2[C:4]=1[CH2:13][N:14]1[CH2:19][CH2:18][O:17][CH2:16][CH2:15]1.[NH:20]1[C:28]2[C:23](=[CH:24][CH:25]=[CH:26][N:27]=2)[C:22]([CH:29]=O)=N1.N1CCCC[CH2:32]1. The catalyst is CO. The product is [NH:20]1[C:28]2=[N:27][CH:26]=[CH:25][CH:24]=[C:23]2[C:22](/[CH:29]=[C:8]2\[O:9][C:5]3[C:4]([CH2:13][N:14]4[CH2:19][CH2:18][O:17][CH2:16][CH2:15]4)=[C:3]([O:2][CH3:1])[CH:12]=[CH:11][C:6]=3[C:7]\2=[O:10])=[CH:32]1. The yield is 0.210. (6) The catalyst is C1COCC1. The product is [F:16][C:13]1[CH:14]=[C:15]2[C:10](=[C:11]([F:17])[CH:12]=1)[NH:9][CH:8]=[C:7]2[CH2:6][CH:5]([NH:18][C:19]([C:21]1[CH:22]=[C:23]([C:33]2[CH:38]=[CH:37][C:36]([C:39](=[O:42])[NH:40][CH3:41])=[C:35]([Cl:43])[CH:34]=2)[CH:24]=[C:25]2[C:30]=1[O:29][C:28]([CH3:32])([CH3:31])[CH:27]=[CH:26]2)=[O:20])[CH2:4][OH:3]. The reactants are C([O:3][C:4](=O)[CH:5]([NH:18][C:19]([C:21]1[CH:22]=[C:23]([C:33]2[CH:38]=[CH:37][C:36]([C:39](=[O:42])[NH:40][CH3:41])=[C:35]([Cl:43])[CH:34]=2)[CH:24]=[C:25]2[C:30]=1[O:29][C:28]([CH3:32])([CH3:31])[CH:27]=[CH:26]2)=[O:20])[CH2:6][C:7]1[C:15]2[C:10](=[C:11]([F:17])[CH:12]=[C:13]([F:16])[CH:14]=2)[NH:9][CH:8]=1)C.[BH4-].[Li+]. The yield is 0.240. (7) The reactants are [CH2:1]([N:8]1[C:13](=[O:14])[C:12]2[C:15](Cl)=[CH:16][C:17](=[O:20])[N:18]([CH3:19])[C:11]=2[N:10]=[CH:9]1)[C:2]1[CH:7]=[CH:6][CH:5]=[CH:4][CH:3]=1.[F:22][C:23]1[CH:29]=[C:28]([N+:30]([O-:32])=[O:31])[CH:27]=[CH:26][C:24]=1[NH2:25].CC(C)([O-])C.[Na+]. The catalyst is O1CCOCC1.C1C=CC(/C=C/C(/C=C/C2C=CC=CC=2)=O)=CC=1.C1C=CC(/C=C/C(/C=C/C2C=CC=CC=2)=O)=CC=1.C1C=CC(/C=C/C(/C=C/C2C=CC=CC=2)=O)=CC=1.[Pd].[Pd].CC1(C)C2C=CC=C(P(C3C=CC=CC=3)C3C=CC=CC=3)C=2OC2C1=CC=CC=2P(C1C=CC=CC=1)C1C=CC=CC=1. The product is [CH2:1]([N:8]1[C:13](=[O:14])[C:12]2[C:15]([NH:25][C:24]3[CH:26]=[CH:27][C:28]([N+:30]([O-:32])=[O:31])=[CH:29][C:23]=3[F:22])=[CH:16][C:17](=[O:20])[N:18]([CH3:19])[C:11]=2[N:10]=[CH:9]1)[C:2]1[CH:7]=[CH:6][CH:5]=[CH:4][CH:3]=1. The yield is 0.690. (8) The reactants are [Cl:1][C:2]1[CH:18]=[CH:17][C:5]2[CH2:6][CH2:7][N:8]([C:11](=[O:16])[C:12]([F:15])([F:14])[F:13])[CH2:9][CH2:10][C:4]=2[C:3]=1OS(C(F)(F)F)(=O)=O.[F:27][C:28]1[CH:33]=[CH:32][CH:31]=[CH:30][C:29]=1[CH:34]([NH2:36])[CH3:35]. The catalyst is C1(C)C=CC=CC=1. The product is [Cl:1][C:2]1[CH:18]=[CH:17][C:5]2[CH2:6][CH2:7][N:8]([C:11](=[O:16])[C:12]([F:14])([F:15])[F:13])[CH2:9][CH2:10][C:4]=2[C:3]=1[NH:36][CH:34]([C:29]1[CH:30]=[CH:31][CH:32]=[CH:33][C:28]=1[F:27])[CH3:35]. The yield is 0.350. (9) The reactants are [OH:1][C:2]1[CH:15]=[CH:14][C:5]2[C@H:6]([CH2:9][C:10]([O:12][CH3:13])=[O:11])[CH2:7][O:8][C:4]=2[CH:3]=1.[CH3:16][C:17]1[CH:22]=[C:21]([O:23][CH2:24][CH2:25][CH2:26][S:27]([CH3:30])(=[O:29])=[O:28])[CH:20]=[C:19]([CH3:31])[C:18]=1[C:32]1[CH:37]=[CH:36][CH:35]=[C:34]([CH2:38]O)[CH:33]=1.C(P(CCCC)CCCC)CCC.N(C(N1CCCCC1)=O)=NC(N1CCCCC1)=O. The catalyst is C1(C)C=CC=CC=1.CCCCCC. The product is [CH3:31][C:19]1[CH:20]=[C:21]([O:23][CH2:24][CH2:25][CH2:26][S:27]([CH3:30])(=[O:28])=[O:29])[CH:22]=[C:17]([CH3:16])[C:18]=1[C:32]1[CH:37]=[CH:36][CH:35]=[C:34]([CH2:38][O:1][C:2]2[CH:15]=[CH:14][C:5]3[C@H:6]([CH2:9][C:10]([O:12][CH3:13])=[O:11])[CH2:7][O:8][C:4]=3[CH:3]=2)[CH:33]=1. The yield is 0.820. (10) The reactants are [CH:1]([C:4]1[O:8][C:7]([C@@H:9]2[N:14]([CH3:15])[CH2:13][C@@H:12]([C:16]([O:18]C)=[O:17])[CH2:11][CH2:10]2)=[N:6][N:5]=1)([CH3:3])[CH3:2].[OH-].[Na+:21]. The catalyst is CO. The product is [CH:1]([C:4]1[O:8][C:7]([C@@H:9]2[N:14]([CH3:15])[CH2:13][C@@H:12]([C:16]([O-:18])=[O:17])[CH2:11][CH2:10]2)=[N:6][N:5]=1)([CH3:3])[CH3:2].[Na+:21]. The yield is 1.00.